Dataset: Full USPTO retrosynthesis dataset with 1.9M reactions from patents (1976-2016). Task: Predict the reactants needed to synthesize the given product. Given the product [OH:45][C:44]([C:34]1[S:33][C:32]([NH:35][C:36](=[O:42])[O:37][C:38]([CH3:39])([CH3:41])[CH3:40])=[N:31][C:30]=1[CH2:29][CH2:28][O:27][CH:22]1[CH2:23][CH2:24][CH2:25][CH2:26][O:21]1)([CH3:46])[CH3:43], predict the reactants needed to synthesize it. The reactants are: C(NC(C)C)(C)C.C([Li])CCC.[Li+].CC([N-]C(C)C)C.[O:21]1[CH2:26][CH2:25][CH2:24][CH2:23][CH:22]1[O:27][CH2:28][CH2:29][C:30]1[N:31]=[C:32]([NH:35][C:36](=[O:42])[O:37][C:38]([CH3:41])([CH3:40])[CH3:39])[S:33][CH:34]=1.[CH3:43][C:44]([CH3:46])=[O:45].